Dataset: Full USPTO retrosynthesis dataset with 1.9M reactions from patents (1976-2016). Task: Predict the reactants needed to synthesize the given product. (1) Given the product [NH2:3][C:6]1[CH:28]=[CH:27][C:9]2[N:10]([C:21]3[CH:26]=[CH:25][CH:24]=[CH:23][N:22]=3)[C:11](/[CH:13]=[CH:14]/[C:15]3[CH:20]=[CH:19][CH:18]=[CH:17][CH:16]=3)=[N:12][C:8]=2[CH:7]=1, predict the reactants needed to synthesize it. The reactants are: [Cl-].[NH4+].[N+:3]([C:6]1[CH:28]=[CH:27][C:9]2[N:10]([C:21]3[CH:26]=[CH:25][CH:24]=[CH:23][N:22]=3)[C:11](/[CH:13]=[CH:14]/[C:15]3[CH:20]=[CH:19][CH:18]=[CH:17][CH:16]=3)=[N:12][C:8]=2[CH:7]=1)([O-])=O. (2) The reactants are: [Br:1][C:2]1[C:3]([N:12]2[CH2:17][CH2:16][N:15]([CH:18]([C:20]3[CH:25]=[CH:24][CH:23]=[CH:22][CH:21]=3)[CH3:19])[CH2:14][CH2:13]2)=[C:4]([N+:9]([O-])=O)[C:5]([NH2:8])=[N:6][CH:7]=1.CCO.[OH:29][CH:30]1[CH2:35][CH2:34][N:33]([C:36]2[CH:43]=[CH:42][C:39]([CH:40]=O)=[CH:38][CH:37]=2)[CH2:32][CH2:31]1.[O-]S(S([O-])=O)=O.[Na+].[Na+]. Given the product [Br:1][C:2]1[C:3]([N:12]2[CH2:17][CH2:16][N:15]([CH:18]([C:20]3[CH:25]=[CH:24][CH:23]=[CH:22][CH:21]=3)[CH3:19])[CH2:14][CH2:13]2)=[C:4]2[N:9]=[C:40]([C:39]3[CH:38]=[CH:37][C:36]([N:33]4[CH2:34][CH2:35][CH:30]([OH:29])[CH2:31][CH2:32]4)=[CH:43][CH:42]=3)[NH:8][C:5]2=[N:6][CH:7]=1, predict the reactants needed to synthesize it. (3) Given the product [CH3:13][C:11]([CH3:12])([CH3:14])[CH2:10][C:9]([NH:8][C:5]1[CH:4]=[CH:3][C:2]([O:1][C:23](=[O:32])[N:24]([CH3:31])[C:25]2[CH:30]=[CH:29][CH:28]=[CH:27][CH:26]=2)=[CH:7][CH:6]=1)=[O:15], predict the reactants needed to synthesize it. The reactants are: [OH:1][C:2]1[CH:7]=[CH:6][C:5]([NH:8][C:9](=[O:15])[CH2:10][C:11]([CH3:14])([CH3:13])[CH3:12])=[CH:4][CH:3]=1.[I-].C[N+]1C=CN([C:23](=[O:32])[N:24]([CH3:31])[C:25]2[CH:30]=[CH:29][CH:28]=[CH:27][CH:26]=2)C=1.